From a dataset of Forward reaction prediction with 1.9M reactions from USPTO patents (1976-2016). Predict the product of the given reaction. (1) Given the reactants [NH2:1][C:2]1[C:10]2[C:5](=[CH:6][CH:7]=[CH:8][C:9]=2[C:11]2[CH:16]=[CH:15][C:14]([CH2:17][C:18]([O:20]C)=[O:19])=[CH:13][CH:12]=2)[NH:4][N:3]=1.Cl, predict the reaction product. The product is: [NH2:1][C:2]1[C:10]2[C:5](=[CH:6][CH:7]=[CH:8][C:9]=2[C:11]2[CH:16]=[CH:15][C:14]([CH2:17][C:18]([OH:20])=[O:19])=[CH:13][CH:12]=2)[NH:4][N:3]=1. (2) Given the reactants [C:1]([C:9]1[C:10](=[O:19])[N:11]([CH3:18])[C:12](=[O:17])[N:13]([CH3:16])[C:14]=1[CH3:15])(=[O:8])[C:2]1[CH:7]=[CH:6][CH:5]=[CH:4][CH:3]=1.C(Cl)Cl.[Br:23]Br, predict the reaction product. The product is: [C:1]([C:9]1[C:10](=[O:19])[N:11]([CH3:18])[C:12](=[O:17])[N:13]([CH3:16])[C:14]=1[CH2:15][Br:23])(=[O:8])[C:2]1[CH:7]=[CH:6][CH:5]=[CH:4][CH:3]=1. (3) Given the reactants [CH3:1][NH:2][CH3:3].[CH2:4]([O:11][C:12]([NH:14][C@H:15]([C:20]([OH:22])=O)[CH2:16][C:17](O)=[O:18])=[O:13])[C:5]1[CH:10]=[CH:9][CH:8]=[CH:7][CH:6]=1.[CH2:23]([N:25](C(C)C)[CH:26](C)C)C.F[P-](F)(F)(F)(F)F.N1(OC(N(C)C)=[N+](C)C)C2N=CC=CC=2N=N1, predict the reaction product. The product is: [CH3:1][N:2]([CH3:3])[C:20](=[O:22])[C@@H:15]([NH:14][C:12](=[O:13])[O:11][CH2:4][C:5]1[CH:10]=[CH:9][CH:8]=[CH:7][CH:6]=1)[CH2:16][C:17]([N:25]([CH3:26])[CH3:23])=[O:18].